Dataset: Peptide-MHC class I binding affinity with 185,985 pairs from IEDB/IMGT. Task: Regression. Given a peptide amino acid sequence and an MHC pseudo amino acid sequence, predict their binding affinity value. This is MHC class I binding data. The peptide sequence is ARWMISSAL. The MHC is HLA-B15:09 with pseudo-sequence HLA-B15:09. The binding affinity (normalized) is 0.332.